From a dataset of Acute oral toxicity (LD50) regression data from Zhu et al.. Regression/Classification. Given a drug SMILES string, predict its toxicity properties. Task type varies by dataset: regression for continuous values (e.g., LD50, hERG inhibition percentage) or binary classification for toxic/non-toxic outcomes (e.g., AMES mutagenicity, cardiotoxicity, hepatotoxicity). Dataset: ld50_zhu. (1) The drug is NC(=O)CBr. The rat oral LD50 is 3.14, given as -log10 of the dose in mol/kg body weight (higher means more acutely toxic). (2) The drug is CC(C)CC(=O)CC(C)C. The rat oral LD50 is 1.39, given as -log10 of the dose in mol/kg body weight (higher means more acutely toxic). (3) The drug is N#CC(F)(F)C(F)(F)C(F)(F)C#N. The rat oral LD50 is 1.89, given as -log10 of the dose in mol/kg body weight (higher means more acutely toxic).